This data is from Full USPTO retrosynthesis dataset with 1.9M reactions from patents (1976-2016). The task is: Predict the reactants needed to synthesize the given product. (1) Given the product [OH:57][C@H:56]([CH2:55][O:54][C:51]1[CH:52]=[CH:53][C:48]([OH:47])=[CH:49][CH:50]=1)[CH2:58][NH:1][CH2:2][CH2:3][C:4]1[CH:5]=[CH:6][C:7]([NH:8][CH:9]2[CH2:10][CH2:11][N:12]([S:15]([C:18]3[CH:23]=[CH:22][C:21]([NH:24][C:25](=[O:27])[CH3:26])=[CH:20][CH:19]=3)(=[O:16])=[O:17])[CH2:13][CH2:14]2)=[CH:28][CH:29]=1, predict the reactants needed to synthesize it. The reactants are: [NH2:1][CH2:2][CH2:3][C:4]1[CH:29]=[CH:28][C:7]([NH:8][CH:9]2[CH2:14][CH2:13][N:12]([S:15]([C:18]3[CH:23]=[CH:22][C:21]([NH:24][C:25](=[O:27])[CH3:26])=[CH:20][CH:19]=3)(=[O:17])=[O:16])[CH2:11][CH2:10]2)=[CH:6][CH:5]=1.C([Si]([O:47][C:48]1[CH:53]=[CH:52][C:51]([O:54][CH2:55][CH:56]2[CH2:58][O:57]2)=[CH:50][CH:49]=1)(C1C=CC=CC=1)C1C=CC=CC=1)(C)(C)C. (2) Given the product [CH3:8][O:7][C:5](=[O:6])[C:4]1[CH:9]=[CH:10][CH:11]=[CH:12][C:3]=1[CH2:2][P:16]([O:17][CH2:18][CH3:19])([O:15][CH2:13][CH3:14])=[O:20], predict the reactants needed to synthesize it. The reactants are: Br[CH2:2][C:3]1[CH:12]=[CH:11][CH:10]=[CH:9][C:4]=1[C:5]([O:7][CH3:8])=[O:6].[CH2:13]([O:15][P:16]([O:20]CC)[O:17][CH2:18][CH3:19])[CH3:14]. (3) Given the product [CH3:1][C:2]1[N:3]=[C:4]([CH3:25])[N:5]2[C:10]=1[C:9]([NH:11][C:15]1[CH:29]=[C:28]([O:27][CH3:26])[C:34]([O:35][CH3:36])=[C:33]([O:37][CH3:38])[CH:32]=1)=[N:8][C:7]([C:16]1[CH:21]=[CH:20][CH:19]=[C:18]([N+:22]([O-:24])=[O:23])[CH:17]=1)=[N:6]2, predict the reactants needed to synthesize it. The reactants are: [CH3:1][C:2]1[N:3]=[C:4]([CH3:25])[N:5]2[C:10]=1[C:9]([N:11]1[CH:15]=NC=N1)=[N:8][C:7]([C:16]1[CH:21]=[CH:20][CH:19]=[C:18]([N+:22]([O-:24])=[O:23])[CH:17]=1)=[N:6]2.[CH3:26][O:27][C:28]1[CH:29]=C([CH:32]=[C:33]([O:37][CH3:38])[C:34]=1[O:35][CH3:36])N.C(=O)([O-])[O-].[K+].[K+]. (4) Given the product [CH2:1]([C@@H:3]([C:11]1[CH:16]=[CH:15][CH:14]=[C:13]([OH:17])[CH:12]=1)[C@@H:4]([CH3:10])[C:5]([N:7]([CH3:8])[CH3:9])=[O:6])[CH3:2], predict the reactants needed to synthesize it. The reactants are: [CH2:1]([C@@H:3]([C:11]1[CH:16]=[CH:15][CH:14]=[C:13]([O:17]CC2C=CC=CC=2)[CH:12]=1)[C@@H:4]([CH3:10])[C:5]([N:7]([CH3:9])[CH3:8])=[O:6])[CH3:2]. (5) Given the product [CH3:24][N:22]1[CH:23]=[C:19]([NH:18][C:15]2[N:14]=[C:13]3[N:9]([CH2:8][C:6]4[CH:5]=[CH:4][CH:3]=[C:2]([N:25]5[CH2:30][CH2:29][O:28][CH2:27][CH2:26]5)[N:7]=4)[N:10]=[CH:11][C:12]3=[CH:17][N:16]=2)[CH:20]=[N:21]1, predict the reactants needed to synthesize it. The reactants are: F[C:2]1[N:7]=[C:6]([CH2:8][N:9]2[C:13]3=[N:14][C:15]([NH:18][C:19]4[CH:20]=[N:21][N:22]([CH3:24])[CH:23]=4)=[N:16][CH:17]=[C:12]3[CH:11]=[N:10]2)[CH:5]=[CH:4][CH:3]=1.[NH:25]1[CH2:30][CH2:29][O:28][CH2:27][CH2:26]1.